This data is from Catalyst prediction with 721,799 reactions and 888 catalyst types from USPTO. The task is: Predict which catalyst facilitates the given reaction. (1) Reactant: [F:1][C:2]1[CH:7]=[CH:6][C:5]([C:8](=O)[CH2:9][C:10]([O:12]C)=O)=[CH:4][CH:3]=1.O.[NH2:16][NH2:17].C(OCC)C. Product: [F:1][C:2]1[CH:7]=[CH:6][C:5]([C:8]2[CH:9]=[C:10]([OH:12])[NH:17][N:16]=2)=[CH:4][CH:3]=1. The catalyst class is: 15. (2) Reactant: [CH:1]1([N:4]2[C:8]3[N:9]=[C:10]([C:19]4[CH:25]=[CH:24][C:22]([NH2:23])=[CH:21][CH:20]=4)[N:11]=[C:12]([N:13]4[CH2:18][CH2:17][O:16][CH2:15][CH2:14]4)[C:7]=3[N:6]=[N:5]2)[CH2:3][CH2:2]1.CCN(CC)CC.[N:33]([C:36]1[S:37][CH:38]=[CH:39][CH:40]=1)=[C:34]=[O:35]. Product: [CH:1]1([N:4]2[C:8]3[N:9]=[C:10]([C:19]4[CH:25]=[CH:24][C:22]([NH:23][C:34]([NH:33][C:36]5[S:37][CH:38]=[CH:39][CH:40]=5)=[O:35])=[CH:21][CH:20]=4)[N:11]=[C:12]([N:13]4[CH2:18][CH2:17][O:16][CH2:15][CH2:14]4)[C:7]=3[N:6]=[N:5]2)[CH2:3][CH2:2]1. The catalyst class is: 22. (3) Reactant: Cl[S:2]([C:5]1[CH:6]=[C:7]2[C:11](=[CH:12][CH:13]=1)[NH:10][C:9](=[O:14])[CH2:8]2)(=[O:4])=[O:3].[F:15][C:16]([F:25])([F:24])[C:17]1[CH:23]=[CH:22][C:20]([NH2:21])=[CH:19][CH:18]=1.C1C(N)=CC=C(S(C2C=CC(N)=CN=2)(=O)=O)C=1. Product: [F:15][C:16]([F:24])([F:25])[C:17]1[CH:18]=[CH:19][C:20]([NH:21][S:2]([C:5]2[CH:6]=[C:7]3[C:11](=[CH:12][CH:13]=2)[NH:10][C:9](=[O:14])[CH2:8]3)(=[O:4])=[O:3])=[CH:22][CH:23]=1. The catalyst class is: 4. (4) Reactant: BrCCBr.[Mg].Br[C:7]1[CH:12]=[CH:11][C:10]([CH2:13][O:14][CH2:15][C@@H:16]([CH3:20])[CH2:17][O:18][CH3:19])=[CH:9][CH:8]=1.[CH2:21]([N:28]1[CH2:33][CH2:32][C:31](=[O:34])[CH:30]([CH2:35][O:36][C:37]([C:50]2[CH:55]=[CH:54][CH:53]=[CH:52][CH:51]=2)([C:44]2[CH:49]=[CH:48][CH:47]=[CH:46][CH:45]=2)[C:38]2[CH:43]=[CH:42][CH:41]=[CH:40][CH:39]=2)[CH2:29]1)[C:22]1[CH:27]=[CH:26][CH:25]=[CH:24][CH:23]=1. Product: [CH2:21]([N:28]1[CH2:33][CH2:32][C:31]([C:7]2[CH:12]=[CH:11][C:10]([CH2:13][O:14][CH2:15][C@@H:16]([CH3:20])[CH2:17][O:18][CH3:19])=[CH:9][CH:8]=2)([OH:34])[CH:30]([CH2:35][O:36][C:37]([C:50]2[CH:51]=[CH:52][CH:53]=[CH:54][CH:55]=2)([C:44]2[CH:45]=[CH:46][CH:47]=[CH:48][CH:49]=2)[C:38]2[CH:39]=[CH:40][CH:41]=[CH:42][CH:43]=2)[CH2:29]1)[C:22]1[CH:23]=[CH:24][CH:25]=[CH:26][CH:27]=1. The catalyst class is: 7. (5) Reactant: [Cl:1][C:2]1[C:7]([CH:8]=O)=[C:6](Cl)[CH:5]=[C:4]([CH3:11])[N:3]=1.O.[NH2:13][NH2:14]. Product: [Cl:1][C:2]1[C:7]2[CH:8]=[N:13][NH:14][C:6]=2[CH:5]=[C:4]([CH3:11])[N:3]=1. The catalyst class is: 26.